From a dataset of Full USPTO retrosynthesis dataset with 1.9M reactions from patents (1976-2016). Predict the reactants needed to synthesize the given product. Given the product [OH:1][C:2]1[CH:3]=[CH:4][C:5]([C:8](=[C:19]2[CH2:24][CH2:70][O:71][CH2:21][CH2:20]2)[C:9]2[CH:10]=[CH:11][C:12](/[CH:31]=[CH:30]/[C:29]([O:33][C:34]([CH3:37])([CH3:36])[CH3:35])=[O:32])=[CH:17][CH:18]=2)=[CH:6][CH:7]=1, predict the reactants needed to synthesize it. The reactants are: [OH:1][C:2]1[CH:7]=[CH:6][C:5]([C:8](=[C:19]2[CH2:24]C(C)(C)C[C:21](C)(C)[CH2:20]2)[C:9]2[CH:18]=[CH:17][C:12](C(OC)=O)=[CH:11][CH:10]=2)=[CH:4][CH:3]=1.[C:29]([O:33][C:34]([CH3:37])([CH3:36])[CH3:35])(=[O:32])[CH:30]=[CH2:31].CC1C=CC=CC=1P(C1C=CC=CC=1C)C1C=CC=CC=1C.CCN(CC)CC.CN([CH:70]=[O:71])C.